From a dataset of Full USPTO retrosynthesis dataset with 1.9M reactions from patents (1976-2016). Predict the reactants needed to synthesize the given product. (1) Given the product [N:15]1[CH:16]=[CH:17][CH:18]=[CH:19][C:14]=1[C:7]1[CH:8]=[CH:9][C:4]([C:1]([OH:3])=[O:2])=[CH:5][CH:6]=1, predict the reactants needed to synthesize it. The reactants are: [C:1]([C:4]1[CH:9]=[CH:8][C:7](B(O)O)=[CH:6][CH:5]=1)([OH:3])=[O:2].Br[C:14]1[CH:19]=[CH:18][CH:17]=[CH:16][N:15]=1.C(=O)([O-])[O-].[Na+].[Na+]. (2) The reactants are: [NH2:1][C:2]1[CH:3]=[CH:4][C:5]([O:8][C:9](=[O:18])[N:10]([CH3:17])[C:11]2[CH:16]=[CH:15][CH:14]=[CH:13][CH:12]=2)=[N:6][CH:7]=1.[C:19]([C:21]1[CH:22]=[C:23]([CH:27]=[CH:28][CH:29]=1)[C:24](Cl)=[O:25])#[N:20].C(N(CC)CC)C.ClCCl. Given the product [C:19]([C:21]1[CH:22]=[C:23]([CH:27]=[CH:28][CH:29]=1)[C:24]([NH:1][C:2]1[CH:3]=[CH:4][C:5]([O:8][C:9](=[O:18])[N:10]([CH3:17])[C:11]2[CH:16]=[CH:15][CH:14]=[CH:13][CH:12]=2)=[N:6][CH:7]=1)=[O:25])#[N:20], predict the reactants needed to synthesize it. (3) Given the product [CH3:27][C:22]1[C:21]([C:4]2[C:5]3[O:10][CH2:9][C@H:8]([C:11]4[CH:16]=[CH:15][CH:14]=[CH:13][N:12]=4)[N:7]4[C:17](=[O:20])[NH:18][C:19]([C:6]=34)=[C:2]([CH:28]=[CH2:29])[CH:3]=2)=[C:25]([CH3:26])[O:24][N:23]=1, predict the reactants needed to synthesize it. The reactants are: Br[C:2]1[CH:3]=[C:4]([C:21]2[C:22]([CH3:27])=[N:23][O:24][C:25]=2[CH3:26])[C:5]2[O:10][CH2:9][C@H:8]([C:11]3[CH:16]=[CH:15][CH:14]=[CH:13][N:12]=3)[N:7]3[C:17](=[O:20])[NH:18][C:19]=1[C:6]=23.[CH3:28][C:29]1(C)C(C)(C)OB(C=C)O1.ClCCl.C(=O)([O-])[O-].[K+].[K+]. (4) Given the product [Cl:19][C:16]1[CH:17]=[CH:18][C:13]([C:11]2[CH:10]=[C:9]([CH3:20])[N:8]=[C:7]([N:5]3[CH:6]=[C:2]([C:23]4[CH:22]=[N:21][CH:26]=[CH:25][CH:24]=4)[N:3]=[CH:4]3)[N:12]=2)=[CH:14][CH:15]=1, predict the reactants needed to synthesize it. The reactants are: Br[C:2]1[N:3]=[CH:4][N:5]([C:7]2[N:12]=[C:11]([C:13]3[CH:18]=[CH:17][C:16]([Cl:19])=[CH:15][CH:14]=3)[CH:10]=[C:9]([CH3:20])[N:8]=2)[CH:6]=1.[N:21]1[CH:26]=[CH:25][CH:24]=[C:23](B(O)O)[CH:22]=1.